From a dataset of Forward reaction prediction with 1.9M reactions from USPTO patents (1976-2016). Predict the product of the given reaction. (1) The product is: [F:1][C:2]1[CH:3]=[C:4]([CH:19]=[CH:20][CH:21]=1)[N:5]([CH2:29][C:30]1[CH:35]=[CH:34][C:33]([F:36])=[CH:32][CH:31]=1)[CH:6]1[CH2:11][CH2:10][N:9]([C:12]([O:14][C:15]([CH3:18])([CH3:16])[CH3:17])=[O:13])[CH2:8][CH2:7]1. Given the reactants [F:1][C:2]1[CH:3]=[C:4]([CH:19]=[CH:20][CH:21]=1)[NH:5][CH:6]1[CH2:11][CH2:10][N:9]([C:12]([O:14][C:15]([CH3:18])([CH3:17])[CH3:16])=[O:13])[CH2:8][CH2:7]1.C(=O)([O-])[O-].[K+].[K+].Br[CH2:29][C:30]1[CH:35]=[CH:34][C:33]([F:36])=[CH:32][CH:31]=1, predict the reaction product. (2) The product is: [OH:22][C:23]1[CH:24]=[C:25]([CH:29]=[CH:30][CH:31]=1)[CH2:26][N:27]1[C:13]([C:10]2[C:9]([CH3:19])=[N:8][N:7]([C:1]3[CH:6]=[CH:5][CH:4]=[CH:3][CH:2]=3)[C:11]=2[OH:12])=[CH:14][C:15]([CH3:16])=[N:28]1. Given the reactants [C:1]1([N:7]2[C:11](=[O:12])[CH:10]([C:13](=O)[CH2:14][C:15](=O)[CH3:16])[C:9]([CH3:19])=[N:8]2)[CH:6]=[CH:5][CH:4]=[CH:3][CH:2]=1.Cl.Cl.[OH:22][C:23]1[CH:24]=[C:25]([CH:29]=[CH:30][CH:31]=1)[CH2:26][NH:27][NH2:28], predict the reaction product.